From a dataset of Forward reaction prediction with 1.9M reactions from USPTO patents (1976-2016). Predict the product of the given reaction. (1) Given the reactants [N+:1]([O-:4])([OH:3])=[O:2].[NH2:5][C@H:6]([C:14]([OH:16])=[O:15])[CH2:7][CH2:8][CH2:9][NH:10][C:11](=[NH:13])[NH2:12].[N+:17]([O-:20])([OH:19])=[O:18].[NH2:21][C@H:22]([C:30]([OH:32])=[O:31])[CH2:23][CH2:24][CH2:25][NH:26][C:27](=[NH:29])[NH2:28], predict the reaction product. The product is: [N+:1]([O-:4])([OH:3])=[O:2].[N+:17]([O-:20])([OH:19])=[O:18].[NH2:5][C@H:6]([C:14]([OH:16])=[O:15])[CH2:7][CH2:8][CH2:9][NH:10][C:11](=[NH:12])[NH2:13].[N+:1]([O-:4])([OH:3])=[O:2].[N+:1]([O-:4])([OH:3])=[O:2].[N+:1]([O-:4])([OH:3])=[O:2].[NH2:21][C@H:22]([C:30]([OH:32])=[O:31])[CH2:23][CH2:24][CH2:25][NH:26][C:27](=[NH:28])[NH2:29]. (2) The product is: [CH:21]([NH:28][C:11](=[O:12])[C:10]([C:3]1[C:4]2[C:9](=[CH:8][CH:7]=[CH:6][CH:5]=2)[NH:1][CH:2]=1)=[O:14])([C:22]1[CH:23]=[CH:24][CH:25]=[CH:26][CH:27]=1)[C:15]1[CH:20]=[CH:19][CH:18]=[CH:17][CH:16]=1. Given the reactants [NH:1]1[C:9]2[C:4](=[CH:5][CH:6]=[CH:7][CH:8]=2)[C:3]([C:10](=[O:14])[C:11](Cl)=[O:12])=[CH:2]1.[C:15]1([CH:21]([NH2:28])[C:22]2[CH:27]=[CH:26][CH:25]=[CH:24][CH:23]=2)[CH:20]=[CH:19][CH:18]=[CH:17][CH:16]=1, predict the reaction product. (3) Given the reactants [P:1]([O:19][C:20]1[C:29]([O:30][CH3:31])=[CH:28][CH:27]=[C:26]2[C:21]=1[C:22](=[O:39])[CH:23]=[C:24]([C:32]1[CH:37]=[CH:36][CH:35]=[C:34]([F:38])[CH:33]=1)[NH:25]2)([O:11]CC1C=CC=CC=1)([O:3]CC1C=CC=CC=1)=[O:2].P(OC1C2C(=CC=C(OC)C=2OP(O)(O)=O)N=C(C2C=CC=C(F)C=2)C=1)(O)(O)=O, predict the reaction product. The product is: [P:1]([OH:11])([OH:3])([O:19][C:20]1[C:29]([O:30][CH3:31])=[CH:28][CH:27]=[C:26]2[C:21]=1[C:22](=[O:39])[CH:23]=[C:24]([C:32]1[CH:37]=[CH:36][CH:35]=[C:34]([F:38])[CH:33]=1)[NH:25]2)=[O:2]. (4) Given the reactants [C:1]([NH:4][C:5]1[CH:10]=[CH:9][CH:8]=[CH:7][C:6]=1OS(C1C=CC(C)=CC=1)(=O)=O)(=[O:3])[CH3:2].[C:22]([C:24]1[CH:29]=[CH:28][C:27]([NH2:30])=[CH:26][CH:25]=1)#[CH:23], predict the reaction product. The product is: [NH2:30][C:27]1[CH:28]=[CH:29][C:24]([C:22]#[C:23][C:6]2[CH:7]=[CH:8][CH:9]=[CH:10][C:5]=2[NH:4][C:1](=[O:3])[CH3:2])=[CH:25][CH:26]=1. (5) The product is: [Cl:22][C:23]1[CH:28]=[CH:27][CH:26]=[CH:25][C:24]=1[C:29]1[N:30]([C:37]2[CH:38]=[CH:39][C:40]([Cl:43])=[CH:41][CH:42]=2)[CH:31]=[C:32]([C:34]([N:15]2[CH2:20][CH2:19][C:18](=[O:21])[CH2:17][CH2:16]2)=[O:35])[N:33]=1. Given the reactants C(N(CC)CC)C.FC(F)(F)C(O)=O.[NH:15]1[CH2:20][CH2:19][C:18](=[O:21])[CH2:17][CH2:16]1.[Cl:22][C:23]1[CH:28]=[CH:27][CH:26]=[CH:25][C:24]=1[C:29]1[N:30]([C:37]2[CH:42]=[CH:41][C:40]([Cl:43])=[CH:39][CH:38]=2)[CH:31]=[C:32]([C:34](Cl)=[O:35])[N:33]=1, predict the reaction product. (6) Given the reactants [NH:1]1[C:9]2[C:4](=[CH:5][CH:6]=[CH:7][CH:8]=2)[C:3]2([C:21]3[C:12](=[CH:13][C:14]4[O:19][CH2:18][CH2:17][O:16][C:15]=4[CH:20]=3)[O:11][CH2:10]2)[C:2]1=[O:22].N1C2[C:26](=[CH:27][CH:28]=CC=2)[C@@:25]2([C:43]3C(=CC4OCCOC=4[CH:42]=3)OC2)C1=O.BrCCCCCC.BrCCCCC, predict the reaction product. The product is: [CH2:42]([N:1]1[C:9]2[C:4](=[CH:5][CH:6]=[CH:7][CH:8]=2)[C:3]2([C:21]3[C:12](=[CH:13][C:14]4[O:19][CH2:18][CH2:17][O:16][C:15]=4[CH:20]=3)[O:11][CH2:10]2)[C:2]1=[O:22])[CH2:43][CH2:25][CH2:26][CH2:27][CH3:28].